This data is from Full USPTO retrosynthesis dataset with 1.9M reactions from patents (1976-2016). The task is: Predict the reactants needed to synthesize the given product. (1) Given the product [F:10][C:11]([F:16])([F:15])[CH2:12][CH2:13][O:1][C:2]1[CH:9]=[CH:8][C:5]([CH:6]=[O:7])=[CH:4][CH:3]=1, predict the reactants needed to synthesize it. The reactants are: [OH:1][C:2]1[CH:9]=[CH:8][C:5]([CH:6]=[O:7])=[CH:4][CH:3]=1.[F:10][C:11]([F:16])([F:15])[CH2:12][CH2:13]I.C(=O)([O-])[O-].[Cs+].[Cs+].O. (2) Given the product [ClH:33].[Cl:33][C:28]1[CH:27]=[C:26]([C@@H:22]2[O:23][CH2:24][CH2:25][NH:20][CH2:21]2)[CH:31]=[CH:30][C:29]=1[NH:32][C:6](=[O:8])[C:5]1[CH:9]=[C:10]([CH3:12])[N:11]=[C:3]([C:1]#[N:2])[CH:4]=1, predict the reactants needed to synthesize it. The reactants are: [C:1]([C:3]1[CH:4]=[C:5]([CH:9]=[C:10]([CH3:12])[N:11]=1)[C:6]([OH:8])=O)#[N:2].C(OC([N:20]1[CH2:25][CH2:24][O:23][C@@H:22]([C:26]2[CH:31]=[CH:30][C:29]([NH2:32])=[C:28]([Cl:33])[CH:27]=2)[CH2:21]1)=O)(C)(C)C. (3) Given the product [C:33]([O:18][CH2:17][C:16]([O:15][CH2:14][C:13]([O:12][C:2]1([CH3:1])[CH:9]2[CH2:8][CH:7]3[CH2:6][CH:5]([CH2:4][CH:3]1[CH2:11]3)[CH2:10]2)=[O:20])=[O:19])(=[O:37])[C:34]([CH3:36])=[CH2:35], predict the reactants needed to synthesize it. The reactants are: [CH3:1][C:2]1([O:12][C:13](=[O:20])[CH2:14][O:15][C:16](=[O:19])[CH2:17][OH:18])[CH:9]2[CH2:10][CH:5]3[CH2:6][CH:7]([CH2:11][CH:3]1[CH2:4]3)[CH2:8]2.C1COCC1.C(N(CC)CC)C.[C:33](Cl)(=[O:37])[C:34]([CH3:36])=[CH2:35].